Dataset: Reaction yield outcomes from USPTO patents with 853,638 reactions. Task: Predict the reaction yield, written as a fraction of the theoretical maximum amount of product (1.0 means a 100% yield; for example, 0.34 means a 34% yield). (1) The reactants are [Cl:1][C:2]1[CH:3]=[C:4]([CH:24]([CH2:30][CH:31]([CH3:33])[CH3:32])[C:25]([O:27]CC)=[O:26])[CH:5]=[C:6]([C:14]2[CH:19]=[CH:18][C:17]([C:20]([F:23])([F:22])[F:21])=[CH:16][CH:15]=2)[C:7]=1[O:8][CH2:9][C:10]([F:13])([F:12])[F:11].O.[OH-].[Li+]. The yield is 0.720. The catalyst is CO.C1COCC1.O. The product is [Cl:1][C:2]1[CH:3]=[C:4]([CH:24]([CH2:30][CH:31]([CH3:33])[CH3:32])[C:25]([OH:27])=[O:26])[CH:5]=[C:6]([C:14]2[CH:15]=[CH:16][C:17]([C:20]([F:21])([F:22])[F:23])=[CH:18][CH:19]=2)[C:7]=1[O:8][CH2:9][C:10]([F:12])([F:13])[F:11]. (2) The reactants are [C:1]([O:7][C:8]([CH3:11])([CH3:10])[CH3:9])(=[O:6])[CH2:2][C:3]([CH3:5])=O.[Cl:12][C:13]1[CH:20]=[CH:19][C:16]([CH:17]=O)=[CH:15][CH:14]=1.[NH4+:21].[OH-:22]. The catalyst is CCO.C(Cl)Cl. The product is [Cl:12][C:13]1[CH:20]=[CH:19][C:16]([CH:17]2[C:2]([C:1]([O:7][C:8]([CH3:11])([CH3:10])[CH3:9])=[O:6])=[C:3]([CH3:5])[NH:21][C:3]([CH3:5])=[C:2]2[C:1]([O:7][C:8]([CH3:11])([CH3:10])[CH3:9])=[O:22])=[CH:15][CH:14]=1. The yield is 0.460. (3) The reactants are COC1C=C(OC)C=CC=1C[N:6]1[CH2:14][CH2:13][C:9]2([CH2:12][O:11][CH2:10]2)[CH2:8][CH2:7]1. The catalyst is CO.[OH-].[OH-].[Pd+2]. The product is [CH2:10]1[C:9]2([CH2:13][CH2:14][NH:6][CH2:7][CH2:8]2)[CH2:12][O:11]1. The yield is 0.800.